From a dataset of Reaction yield outcomes from USPTO patents with 853,638 reactions. Predict the reaction yield, written as a fraction of the theoretical maximum amount of product (1.0 means a 100% yield; for example, 0.34 means a 34% yield). (1) The reactants are C([O-])([O-])=O.[Na+].[Na+].[N:7]1[CH:12]=[CH:11][C:10]([C:13]([NH:15][NH2:16])=[O:14])=[CH:9][CH:8]=1.[CH2:17]([O:19][C:20]1[CH:21]=[C:22]([CH:26]=[CH:27][C:28]=1[O:29][CH2:30][CH3:31])[C:23](Cl)=O)[CH3:18].O. The catalyst is CN1C(=O)CCC1. The product is [CH2:17]([O:19][C:20]1[CH:21]=[C:22]([C:23]2[O:14][C:13]([C:10]3[CH:11]=[CH:12][N:7]=[CH:8][CH:9]=3)=[N:15][N:16]=2)[CH:26]=[CH:27][C:28]=1[O:29][CH2:30][CH3:31])[CH3:18]. The yield is 0.670. (2) The reactants are [C:1]([O:5][C:6]([N:8]1[CH2:13][CH2:12][C:11](=[C:14]([C:18]2[CH:23]=[CH:22][CH:21]=[CH:20][CH:19]=2)[C:15](O)=[O:16])[CH2:10][CH2:9]1)=[O:7])([CH3:4])([CH3:3])[CH3:2].CCN=C=NCCCN(C)C.C1C=CC2N(O)[N:42]=[N:41]C=2C=1.O.NN. The catalyst is CN(C=O)C.O. The product is [C:1]([O:5][C:6]([N:8]1[CH2:13][CH2:12][C:11](=[C:14]([C:18]2[CH:23]=[CH:22][CH:21]=[CH:20][CH:19]=2)[C:15]([NH:41][NH2:42])=[O:16])[CH2:10][CH2:9]1)=[O:7])([CH3:4])([CH3:3])[CH3:2]. The yield is 0.920. (3) The reactants are [N+:1]([C:4]1[CH:9]=[CH:8][C:7]([OH:10])=[CH:6][C:5]=1[F:11])([O-])=O. The catalyst is C(OCC)(=O)C.C(O)(=O)C.[Fe]. The product is [NH2:1][C:4]1[CH:9]=[CH:8][C:7]([OH:10])=[CH:6][C:5]=1[F:11]. The yield is 0.980. (4) The reactants are [F:1][C:2]1([F:22])[CH2:7][CH2:6][N:5]([C:8]2[C:13]3=[N:14][C:15]([C:18]([O:20]C)=[O:19])=[CH:16][N:17]=[C:12]3[CH:11]=[N:10][CH:9]=2)[CH2:4][CH2:3]1.O1CCOCC1.[OH-].[Li+].Cl. The catalyst is O. The product is [F:22][C:2]1([F:1])[CH2:7][CH2:6][N:5]([C:8]2[C:13]3=[N:14][C:15]([C:18]([OH:20])=[O:19])=[CH:16][N:17]=[C:12]3[CH:11]=[N:10][CH:9]=2)[CH2:4][CH2:3]1. The yield is 0.930.